The task is: Predict which catalyst facilitates the given reaction.. This data is from Catalyst prediction with 721,799 reactions and 888 catalyst types from USPTO. Reactant: [OH-].[Li+].[Cl:3][C:4]1[CH:5]=[C:6]([C:14]2[O:18][N:17]=[C:16]([C:19]3[C:20]([CH3:32])=[C:21]4[C:25](=[CH:26][CH:27]=3)[CH2:24][CH:23]([C:28]([O:30]C)=[O:29])[CH2:22]4)[N:15]=2)[CH:7]=[N:8][C:9]=1[O:10][CH:11]([CH3:13])[CH3:12]. Product: [Cl:3][C:4]1[CH:5]=[C:6]([C:14]2[O:18][N:17]=[C:16]([C:19]3[C:20]([CH3:32])=[C:21]4[C:25](=[CH:26][CH:27]=3)[CH2:24][CH:23]([C:28]([OH:30])=[O:29])[CH2:22]4)[N:15]=2)[CH:7]=[N:8][C:9]=1[O:10][CH:11]([CH3:12])[CH3:13]. The catalyst class is: 20.